Task: Predict the reactants needed to synthesize the given product.. Dataset: Full USPTO retrosynthesis dataset with 1.9M reactions from patents (1976-2016) (1) Given the product [S:37]([OH:40])([OH:39])(=[O:38])=[O:36].[F:1][C:2]1[CH:3]=[C:4]([NH:15][C:16]2[N:21]=[C:20]([NH:22][C:23]3[CH:24]=[C:25]([CH2:29][C:30]#[N:31])[CH:26]=[CH:27][CH:28]=3)[CH:19]=[CH:18][N:17]=2)[CH:5]=[CH:6][C:7]=1[N:8]1[CH2:13][CH2:12][N:11]([CH3:14])[CH2:10][CH2:9]1, predict the reactants needed to synthesize it. The reactants are: [F:1][C:2]1[CH:3]=[C:4]([NH:15][C:16]2[N:21]=[C:20]([NH:22][C:23]3[CH:24]=[C:25]([CH2:29][C:30]#[N:31])[CH:26]=[CH:27][CH:28]=3)[CH:19]=[CH:18][N:17]=2)[CH:5]=[CH:6][C:7]=1[N:8]1[CH2:13][CH2:12][N:11]([CH3:14])[CH2:10][CH2:9]1.CC(C)=O.[OH:36][S:37]([OH:40])(=[O:39])=[O:38]. (2) Given the product [CH3:12][CH:11]([N:6]1[CH2:5][C:4]2[C:8](=[CH:9][CH:10]=[C:2]([B:17]([OH:20])[OH:18])[CH:3]=2)[CH2:7]1)[CH3:13], predict the reactants needed to synthesize it. The reactants are: Br[C:2]1[CH:3]=[C:4]2[C:8](=[CH:9][CH:10]=1)[CH2:7][N:6]([CH:11]([CH3:13])[CH3:12])[CH2:5]2.[Mg].II.[B:17](OC)([O:20]C)[O:18]C. (3) Given the product [Br:8][C:9]1[CH:18]=[CH:17][CH:16]=[C:15]2[C:10]=1[CH2:11][C@H:12]([CH2:26][OH:27])[NH:13][CH2:14]2, predict the reactants needed to synthesize it. The reactants are: FC(F)(F)C(O)=O.[Br:8][C:9]1[CH:18]=[CH:17][CH:16]=[C:15]2[C:10]=1[CH2:11][C@H:12]([CH2:26][OH:27])[N:13](C(OC(C)(C)C)=O)[CH2:14]2. (4) Given the product [F:16][C:17]1[CH:18]=[C:19]([CH:20]=[CH:21][C:22]([N:10]2[CH2:9][C@H:8]([CH2:11][CH:12]([CH3:14])[CH3:13])[NH:7][C:6](=[O:15])[C@@H:5]2[CH2:1][CH:2]([CH3:4])[CH3:3])=[O:23])[CH:25]=[CH:26][CH:27]=1, predict the reactants needed to synthesize it. The reactants are: [CH2:1]([C@@H:5]1[NH:10][CH2:9][C@H:8]([CH2:11][CH:12]([CH3:14])[CH3:13])[NH:7][C:6]1=[O:15])[CH:2]([CH3:4])[CH3:3].[F:16][C:17]1[CH:18]=[C:19]([CH:25]=[CH:26][CH:27]=1)[CH:20]=[CH:21][C:22](O)=[O:23].C([C@@H]1N(C(=O)/C=C/C2C=CC=CC=2)C[C@H](CC(C)C)NC1=O)C(C)C. (5) Given the product [N:7]1[CH:12]=[CH:11][CH:10]=[C:9]([C:17]2[CH:26]=[CH:25][C:20]([CH:21]=[CH:22][CH:23]=[O:24])=[CH:19][CH:18]=2)[CH:8]=1, predict the reactants needed to synthesize it. The reactants are: C([O-])([O-])=O.[Na+].[Na+].[N:7]1[CH:12]=[CH:11][CH:10]=[C:9](B(O)O)[CH:8]=1.Br[C:17]1[CH:26]=[CH:25][C:20]([CH:21]=[CH:22][CH:23]=[O:24])=[CH:19][CH:18]=1.